Dataset: Peptide-MHC class I binding affinity with 185,985 pairs from IEDB/IMGT. Task: Regression. Given a peptide amino acid sequence and an MHC pseudo amino acid sequence, predict their binding affinity value. This is MHC class I binding data. The peptide sequence is IPRRIRQGL. The MHC is HLA-A02:06 with pseudo-sequence HLA-A02:06. The binding affinity (normalized) is 0.